Dataset: Forward reaction prediction with 1.9M reactions from USPTO patents (1976-2016). Task: Predict the product of the given reaction. (1) Given the reactants [CH3:1][C:2]1[N:7]=[C:6]([C:8](=[N:10][OH:11])[NH2:9])[C:5]([CH3:12])=[C:4]([C:13]2[CH:18]=[CH:17][CH:16]=[CH:15][CH:14]=2)[N:3]=1.[C:19](N1C=CN=C1)(N1C=CN=C1)=[O:20].N12CCCN=C1CCCCC2.Cl, predict the reaction product. The product is: [CH3:1][C:2]1[N:7]=[C:6]([C:8]2[NH:10][O:11][C:19](=[O:20])[N:9]=2)[C:5]([CH3:12])=[C:4]([C:13]2[CH:18]=[CH:17][CH:16]=[CH:15][CH:14]=2)[N:3]=1. (2) Given the reactants [OH:1][CH2:2][C@H:3]1[C@H:12]([CH3:13])[C@@H:11]([NH:14][C:15]2[CH:20]=[CH:19][CH:18]=[CH:17][CH:16]=2)[C:10]2[C:5](=[CH:6][CH:7]=[CH:8][CH:9]=2)[N:4]1[C:21](=[O:23])[CH3:22].[H-].[Na+].[CH3:26]I, predict the reaction product. The product is: [CH3:26][O:1][CH2:2][C@H:3]1[C@H:12]([CH3:13])[C@@H:11]([NH:14][C:15]2[CH:16]=[CH:17][CH:18]=[CH:19][CH:20]=2)[C:10]2[C:5](=[CH:6][CH:7]=[CH:8][CH:9]=2)[N:4]1[C:21](=[O:23])[CH3:22]. (3) Given the reactants [F:1][C:2]1[C:3](I)=[C:4]([CH2:8][C:9]([O:11][CH2:12][CH3:13])=[O:10])[CH:5]=[CH:6][CH:7]=1.[CH2:15]([O:17][C:18]([O:24][CH2:25][CH3:26])([O:21][CH2:22][CH3:23])[C:19]#[CH:20])[CH3:16], predict the reaction product. The product is: [F:1][C:2]1[C:3]([C:20]#[C:19][C:18]([O:21][CH2:22][CH3:23])([O:17][CH2:15][CH3:16])[O:24][CH2:25][CH3:26])=[C:4]([CH2:8][C:9]([O:11][CH2:12][CH3:13])=[O:10])[CH:5]=[CH:6][CH:7]=1.